Dataset: Catalyst prediction with 721,799 reactions and 888 catalyst types from USPTO. Task: Predict which catalyst facilitates the given reaction. (1) Reactant: [S:1]1[CH:5]=[CH:4][N:3]=[C:2]1[C:6]([O:8][C:9]([CH3:12])([CH3:11])[CH3:10])=[O:7].C[Si]([N-][Si](C)(C)C)(C)C.[Li+].C(Br)(Br)(Br)[Br:24].CCOC(C)=O.CCCCCCC. Product: [Br:24][C:5]1[S:1][C:2]([C:6]([O:8][C:9]([CH3:12])([CH3:11])[CH3:10])=[O:7])=[N:3][CH:4]=1. The catalyst class is: 28. (2) Reactant: [CH3:1][C:2]1[C:6]([C:7]2[C:16]3[O:15][CH2:14][C@H:13]([C:17]4[CH:22]=[CH:21][CH:20]=[CH:19][N:18]=4)[N:12]4[C:23](=O)[NH:24][C:10]([C:11]=34)=[CH:9][CH:8]=2)=[C:5]([CH3:26])[O:4][N:3]=1.CN1CCOCC1.[Cl:34]C(Cl)(OC(=O)OC(Cl)(Cl)Cl)Cl.C(=O)(O)[O-].[Na+]. Product: [Cl:34][C:23]1[N:12]2[C@@H:13]([C:17]3[CH:22]=[CH:21][CH:20]=[CH:19][N:18]=3)[CH2:14][O:15][C:16]3=[C:11]2[C:10](=[CH:9][CH:8]=[C:7]3[C:6]2[C:2]([CH3:1])=[N:3][O:4][C:5]=2[CH3:26])[N:24]=1. The catalyst class is: 12.